This data is from Catalyst prediction with 721,799 reactions and 888 catalyst types from USPTO. The task is: Predict which catalyst facilitates the given reaction. (1) Product: [Br:1][C:2]1[CH:3]=[CH:4][C:5]([CH2:8][CH2:9][O:10][CH2:11][CH2:12][OH:13])=[CH:6][CH:7]=1. Reactant: [Br:1][C:2]1[CH:7]=[CH:6][C:5]([CH2:8][CH2:9][O:10][CH2:11][C:12](O)=[O:13])=[CH:4][CH:3]=1.CSC.B. The catalyst class is: 1. (2) Reactant: Cl[C:2]1[C:14]2[C:13]3[CH:12]=[CH:11][C:10]([Cl:15])=[CH:9][C:8]=3[NH:7][C:6]=2[C:5]([C:16]#[N:17])=[CH:4][N:3]=1.[CH:18]1([CH:21]([CH:23]2[CH2:25][CH2:24]2)[NH2:22])[CH2:20][CH2:19]1. Product: [Cl:15][C:10]1[CH:11]=[CH:12][C:13]2[C:14]3[C:2]([NH:22][CH:21]([CH:23]4[CH2:25][CH2:24]4)[CH:18]4[CH2:20][CH2:19]4)=[N:3][CH:4]=[C:5]([C:16]#[N:17])[C:6]=3[NH:7][C:8]=2[CH:9]=1. The catalyst class is: 12. (3) Reactant: [C:1]1([S:7]([C:10]2[CH:11]=[C:12]3[C:17](=[CH:18][CH:19]=2)[CH:16]([C:20]#[N:21])[CH2:15][CH2:14][CH2:13]3)(=[O:9])=[O:8])[CH:6]=[CH:5][CH:4]=[CH:3][CH:2]=1. Product: [C:1]1([S:7]([C:10]2[CH:11]=[C:12]3[C:17](=[CH:18][CH:19]=2)[CH:16]([CH2:20][NH2:21])[CH2:15][CH2:14][CH2:13]3)(=[O:9])=[O:8])[CH:2]=[CH:3][CH:4]=[CH:5][CH:6]=1. The catalyst class is: 7. (4) Reactant: Cl[C:2]1[CH:3]=[C:4]2[C:9](=[CH:10][C:11]=1[NH:12][CH2:13][CH:14]([CH3:16])[CH3:15])[O:8][CH:7]([C:17]([F:20])([F:19])[F:18])[C:6]([C:21]([O:23][CH2:24][CH3:25])=[O:22])=[CH:5]2.[CH3:26]B1OB(C)OB(C)O1.C([O-])([O-])=O.[Cs+].[Cs+].O. Product: [CH2:13]([NH:12][C:11]1[CH:10]=[C:9]2[C:4]([CH:5]=[C:6]([C:21]([O:23][CH2:24][CH3:25])=[O:22])[CH:7]([C:17]([F:20])([F:19])[F:18])[O:8]2)=[CH:3][C:2]=1[CH3:26])[CH:14]([CH3:16])[CH3:15]. The catalyst class is: 270. (5) Reactant: I[C:2]1[CH:3]=[N:4][CH:5]=[CH:6][CH:7]=1.[CH3:8][O:9][C:10]1[CH:15]=[CH:14][C:13](B(O)O)=[C:12]([CH3:19])[CH:11]=1.C(=O)([O-])[O-].[Na+].[Na+].O1CCOCC1. Product: [CH3:8][O:9][C:10]1[CH:15]=[CH:14][C:13]([C:2]2[CH:3]=[N:4][CH:5]=[CH:6][CH:7]=2)=[C:12]([CH3:19])[CH:11]=1. The catalyst class is: 690.